This data is from Experimentally validated miRNA-target interactions with 360,000+ pairs, plus equal number of negative samples. The task is: Binary Classification. Given a miRNA mature sequence and a target amino acid sequence, predict their likelihood of interaction. (1) The miRNA is hsa-miR-665 with sequence ACCAGGAGGCUGAGGCCCCU. The protein sequence of the target gene is MSLFARQLQSLTASGIRTQQVRLASTEVSFHTKPCKLHKLDNGPNTSVTLNREDALKYYRDMQVIRRMESAAGNLYKEKKIRGFCHLYSGQEACAVGMKAAMTEGDAVITAYRCHGWTWLLGATVTEVLAELTGRVAGNVHGKGGSMHMYTKNFYGGNGIVGAQQPLGAGVALAMKYREQKNVCVTLYGDGAANQGQLFEATNMAKLWDLPVLFVCENNGFGMGTTAERSSASTEYYTRGDYVPGIWVDGMDILAVREATKWAKEYCDSGKGPLMMEMATYRYHGHSMSDPGTSYRTREE.... Result: 0 (no interaction). (2) The miRNA is bta-miR-15a with sequence UAGCAGCACAUAAUGGUUUGU. The protein sequence of the target gene is MASWGGEKRGGAEGSPKPAVYATRKTPSVGSQGDQWYLGYPGDQWSSGFPYSWWKNSVGSESKHGEGALDQPQHDVRLEDLGELHRAARSGDVPGVEHILAPGDTGVDKRDRKKSIQQLVPEYKEKQTPESLPQNNNPDWHPTNLTLSDETCQRSKNLKVDDKCPSVSPSMPENQSATKELGQMNLTEREKMDTGVVLLSGNDTLHDLCQSQLPENKESKEAEQDSELTSEEEQERLKGCENKQPQKTSQEPEMAKDCDREDIPIYPVLPHVQKSEEMWIEQGKLEWKNQLKLVINELKQ.... Result: 0 (no interaction).